The task is: Regression. Given a peptide amino acid sequence and an MHC pseudo amino acid sequence, predict their binding affinity value. This is MHC class II binding data.. This data is from Peptide-MHC class II binding affinity with 134,281 pairs from IEDB. (1) The peptide sequence is VMELYADVVPKTAEN. The MHC is HLA-DQA10401-DQB10402 with pseudo-sequence HLA-DQA10401-DQB10402. The binding affinity (normalized) is 0.177. (2) The peptide sequence is WLSWQVAKAGLKTND. The MHC is HLA-DQA10501-DQB10302 with pseudo-sequence HLA-DQA10501-DQB10302. The binding affinity (normalized) is 0.330.